From a dataset of Reaction yield outcomes from USPTO patents with 853,638 reactions. Predict the reaction yield, written as a fraction of the theoretical maximum amount of product (1.0 means a 100% yield; for example, 0.34 means a 34% yield). (1) The reactants are [C:1]1([C:7]([OH:9])=[O:8])([C:4](O)=[O:5])[CH2:3][CH2:2]1.C(N(CC)CC)C.S(Cl)(Cl)=O.[CH2:21]([NH2:28])[C:22]1[CH:27]=[CH:26][CH:25]=[CH:24][CH:23]=1. The catalyst is C1COCC1.C(OCC)(=O)C. The product is [CH2:21]([NH:28][C:4]([C:1]1([C:7]([OH:9])=[O:8])[CH2:3][CH2:2]1)=[O:5])[C:22]1[CH:27]=[CH:26][CH:25]=[CH:24][CH:23]=1. The yield is 0.521. (2) The reactants are [N:1]1[C:10]2[C:5](=[CH:6][C:7]([CH2:11][N:12]3[C:16]4=[N:17][C:18]([C:21](=O)[CH3:22])=[CH:19][N:20]=[C:15]4[N:14]=[N:13]3)=[CH:8][CH:9]=2)[CH:4]=[CH:3][CH:2]=1.[CH3:24][O:25][C:26]1[CH:34]=[CH:33][C:29]([CH2:30][O:31][NH2:32])=[CH:28][CH:27]=1. No catalyst specified. The product is [CH3:24][O:25][C:26]1[CH:34]=[CH:33][C:29]([CH2:30][O:31]/[N:32]=[C:21](/[C:18]2[N:17]=[C:16]3[N:12]([CH2:11][C:7]4[CH:6]=[C:5]5[C:10](=[CH:9][CH:8]=4)[N:1]=[CH:2][CH:3]=[CH:4]5)[N:13]=[N:14][C:15]3=[N:20][CH:19]=2)\[CH3:22])=[CH:28][CH:27]=1. The yield is 0.370. (3) The reactants are [Cl-].[CH3:2][C:3]1[N:8]2[N:9]=[C:10]([CH2:12][P+](C3C=CC=CC=3)(C3C=CC=CC=3)C3C=CC=CC=3)[N:11]=[C:7]2[C:6]([CH3:32])=[N:5][CH:4]=1.[Br:33][C:34]1[N:35]=[C:36]([CH:45]=O)[N:37]([C:39]2[CH:44]=[CH:43][CH:42]=[CH:41][CH:40]=2)[CH:38]=1. No catalyst specified. The product is [Br:33][C:34]1[N:35]=[C:36](/[CH:45]=[CH:12]/[C:10]2[N:11]=[C:7]3[C:6]([CH3:32])=[N:5][CH:4]=[C:3]([CH3:2])[N:8]3[N:9]=2)[N:37]([C:39]2[CH:44]=[CH:43][CH:42]=[CH:41][CH:40]=2)[CH:38]=1. The yield is 0.278. (4) The yield is 0.810. The reactants are [O:1]1CCO[CH:2]1[C:6]1[C:7]([CH2:18][CH3:19])=[N:8][C:9]2[C:14]([CH:15]=1)=[CH:13][C:12]([O:16][CH3:17])=[CH:11][CH:10]=2.ClC1C(C2OCCO2)=CC2C(=CC=C(OC)C=2)N=1.Cl. The catalyst is C1COCC1. The product is [CH2:18]([C:7]1[C:6]([CH:2]=[O:1])=[CH:15][C:14]2[C:9](=[CH:10][CH:11]=[C:12]([O:16][CH3:17])[CH:13]=2)[N:8]=1)[CH3:19].